From a dataset of Catalyst prediction with 721,799 reactions and 888 catalyst types from USPTO. Predict which catalyst facilitates the given reaction. (1) Reactant: [CH3:1][O:2][C:3]1[CH:8]=[CH:7][C:6]([N:9]2[CH2:14][CH:13]3[CH2:15][CH2:16][CH:10]2[CH:11]([CH3:18])[C:12]3=[O:17])=[CH:5][CH:4]=1.C[Si]([N-][Si](C)(C)C)(C)C.[Na+].ClC1C=CC(N([S:37]([C:40]([F:43])([F:42])[F:41])(=[O:39])=[O:38])[S:37]([C:40]([F:43])([F:42])[F:41])(=[O:39])=[O:38])=NC=1. Product: [F:41][C:40]([F:43])([F:42])[S:37]([O:17][C:12]1[CH:13]2[CH2:15][CH2:16][CH:10]([C:11]=1[CH3:18])[N:9]([C:6]1[CH:5]=[CH:4][C:3]([O:2][CH3:1])=[CH:8][CH:7]=1)[CH2:14]2)(=[O:39])=[O:38]. The catalyst class is: 1. (2) Reactant: [Br:1][C:2]1[CH:18]=[CH:17][C:5]2[C:6]3[N:7]=[C:8]([C:14](O)=O)[S:9][C:10]=3[CH2:11][CH2:12][O:13][C:4]=2[CH:3]=1.C(N(C(C)C)CC)(C)C.CN(C(ON1[N:44]=[N:43][C:38]2[CH:39]=CC=N[C:37]1=2)=[N+](C)C)C.F[P-](F)(F)(F)(F)F.[CH2:52]([O:59][C:60]([NH:62][C:63](=[NH:66])SC)=[O:61])[C:53]1[CH:58]=[CH:57][CH:56]=[CH:55][CH:54]=1.C(=O)(O)[O-].[Na+].Cl.C(NN)(C)C.[OH-].[Na+].[O-]Cl.[Na+]. Product: [CH2:52]([O:59][C:60](=[O:61])[NH:62][C:63]1[N:66]=[C:14]([C:8]2[S:9][C:10]3[CH2:11][CH2:12][O:13][C:4]4[CH:3]=[C:2]([Br:1])[CH:18]=[CH:17][C:5]=4[C:6]=3[N:7]=2)[N:43]([CH:38]([CH3:37])[CH3:39])[N:44]=1)[C:53]1[CH:58]=[CH:57][CH:56]=[CH:55][CH:54]=1. The catalyst class is: 1. (3) Reactant: [OH:1][CH:2]1[CH2:7][CH2:6][N:5]([C:8]([O:10][C:11]([CH3:14])([CH3:13])[CH3:12])=[O:9])[CH2:4][CH2:3]1.[F:15][C:16]([F:20])([F:19])[CH2:17]O.C1(P(C2C=CC=CC=2)C2C=CC=CC=2)C=CC=CC=1.N(C(OCC)=O)=NC(OCC)=O. Product: [F:15][C:16]([F:20])([F:19])[CH2:17][O:1][CH:2]1[CH2:3][CH2:4][N:5]([C:8]([O:10][C:11]([CH3:14])([CH3:13])[CH3:12])=[O:9])[CH2:6][CH2:7]1. The catalyst class is: 7. (4) Reactant: [F:1][C:2]1[C:7]([F:8])=[CH:6][CH:5]=[CH:4][C:3]=1[C:9]1[N:45]=[C:12]2[CH:13]=[N:14][N:15]([CH:17]([C:26]3[O:30][N:29]=[C:28]([C:31]4[CH:36]=[CH:35][C:34]([O:37][CH2:38][CH2:39][CH3:40])=[CH:33][C:32]=4[C:41]([F:44])([F:43])[F:42])[CH:27]=3)[C:18]([O:20][CH2:21][CH2:22][C:23]([OH:25])=[O:24])=[O:19])[CH:16]=[C:11]2[N:10]=1.C([O-])(O)=O.[Na+:50]. Product: [Na+:50].[F:1][C:2]1[C:7]([F:8])=[CH:6][CH:5]=[CH:4][C:3]=1[C:9]1[N:45]=[C:12]2[CH:13]=[N:14][N:15]([CH:17]([C:26]3[O:30][N:29]=[C:28]([C:31]4[CH:36]=[CH:35][C:34]([O:37][CH2:38][CH2:39][CH3:40])=[CH:33][C:32]=4[C:41]([F:43])([F:42])[F:44])[CH:27]=3)[C:18]([O:20][CH2:21][CH2:22][C:23]([O-:25])=[O:24])=[O:19])[CH:16]=[C:11]2[N:10]=1. The catalyst class is: 144. (5) Reactant: [CH3:1][N:2]([CH3:34])[C:3]1([C:28]2[CH:33]=[CH:32][CH:31]=[CH:30][CH:29]=2)[CH2:8][CH2:7][CH:6]([CH2:9][NH:10][C:11](=[O:27])[CH2:12][CH2:13][CH2:14][CH2:15][CH2:16][C:17]2[C:25]3[C:20](=[CH:21][CH:22]=[C:23]([Cl:26])[CH:24]=3)[NH:19][CH:18]=2)[CH2:5][CH2:4]1.Cl[Si](C)(C)C.CCOCC. Product: [ClH:26].[CH3:34][N:2]([CH3:1])[C:3]1([C:28]2[CH:33]=[CH:32][CH:31]=[CH:30][CH:29]=2)[CH2:4][CH2:5][CH:6]([CH2:9][NH:10][C:11](=[O:27])[CH2:12][CH2:13][CH2:14][CH2:15][CH2:16][C:17]2[C:25]3[C:20](=[CH:21][CH:22]=[C:23]([Cl:26])[CH:24]=3)[NH:19][CH:18]=2)[CH2:7][CH2:8]1.[CH3:34][N:2]([CH3:1])[C:3]1([C:28]2[CH:33]=[CH:32][CH:31]=[CH:30][CH:29]=2)[CH2:4][CH2:5][CH:6]([CH2:9][NH:10][C:11](=[O:27])[CH2:12][CH2:13][CH2:14][CH2:15][CH2:16][C:17]2[C:25]3[C:20](=[CH:21][CH:22]=[C:23]([Cl:26])[CH:24]=3)[NH:19][CH:18]=2)[CH2:7][CH2:8]1. The catalyst class is: 131. (6) Reactant: [C:1](C1NC=CN=1)(C1NC=CN=1)=[O:2].[CH3:13][O:14][C:15]1[CH:52]=[CH:51][C:18]([CH2:19][N:20]([CH2:42][C:43]2[CH:48]=[CH:47][C:46]([O:49][CH3:50])=[CH:45][CH:44]=2)[C:21]2[C:26]([NH2:27])=[C:25]([NH:28][CH2:29][CH2:30][C:31]3[CH:36]=[CH:35][CH:34]=[CH:33][CH:32]=3)[CH:24]=[C:23]([CH2:37][CH2:38][CH2:39][CH2:40][CH3:41])[N:22]=2)=[CH:17][CH:16]=1. Product: [CH3:50][O:49][C:46]1[CH:47]=[CH:48][C:43]([CH2:42][N:20]([CH2:19][C:18]2[CH:17]=[CH:16][C:15]([O:14][CH3:13])=[CH:52][CH:51]=2)[C:21]2[C:26]3[N:27]=[C:1]([OH:2])[N:28]([CH2:29][CH2:30][C:31]4[CH:36]=[CH:35][CH:34]=[CH:33][CH:32]=4)[C:25]=3[CH:24]=[C:23]([CH2:37][CH2:38][CH2:39][CH2:40][CH3:41])[N:22]=2)=[CH:44][CH:45]=1. The catalyst class is: 1.